From a dataset of hERG Central: cardiac toxicity at 1µM, 10µM, and general inhibition. Predict hERG channel inhibition at various concentrations. (1) The compound is COc1ccc(/C=C(\NC(=O)c2ccc([N+](=O)[O-])cc2)C(=O)NCCN2CCOCC2)cc1. Results: hERG_inhib (hERG inhibition (general)): blocker. (2) The molecule is CS(=O)(=O)N1CCN(c2ccnc3cc(Cl)ccc23)CC1. Results: hERG_inhib (hERG inhibition (general)): blocker.